Dataset: Experimentally validated miRNA-target interactions with 360,000+ pairs, plus equal number of negative samples. Task: Binary Classification. Given a miRNA mature sequence and a target amino acid sequence, predict their likelihood of interaction. The miRNA is cel-miR-56-3p with sequence UACCCGUAAUGUUUCCGCUGAG. The protein sequence of the target gene is MEAQGVAEGAGPGAASGVPHPAALAPAAAPTLAPASVAAAASQFTLLVMQPCAGQDEAAAPGGSVGAGKPVRYLCEGAGDGEEEAGEDEADLLDTSDPPGGGESAASLEDLEDEETHSGGEGSSGGARRRGSGGGSMSKTCTYEGCSETTSQVAKQRKPWMCKKHRNKMYKDKYKKKKSDQALNCGGTASTGSAGNVKLEESADNILSIVKQRTGSFGDRPARPTLLEQVLNQKRLSLLRSPEVVQFLQKQQQLLNQQVLEQRQQQFPGTSM. Result: 0 (no interaction).